Dataset: Forward reaction prediction with 1.9M reactions from USPTO patents (1976-2016). Task: Predict the product of the given reaction. Given the reactants [N+:1]([C:4]1[CH:9]=[CH:8][C:7]([CH2:10][C:11]([OH:13])=O)=[CH:6][CH:5]=1)([O-:3])=[O:2].[N:14]1[CH:19]=[CH:18][CH:17]=[CH:16][C:15]=1[NH2:20].O.ON1C2C=CC=CC=2N=N1.Cl.CN(C)CCCN=C=NCC, predict the reaction product. The product is: [N+:1]([C:4]1[CH:5]=[CH:6][C:7]([CH2:10][C:11]([NH:20][C:15]2[CH:16]=[CH:17][CH:18]=[CH:19][N:14]=2)=[O:13])=[CH:8][CH:9]=1)([O-:3])=[O:2].